This data is from Full USPTO retrosynthesis dataset with 1.9M reactions from patents (1976-2016). The task is: Predict the reactants needed to synthesize the given product. (1) Given the product [C:1]([O:4][CH2:5][CH2:6][CH2:7][N:8]1[CH2:13][CH2:12][CH:11]([CH2:14][OH:15])[CH2:10][CH2:9]1)(=[O:3])[CH3:2], predict the reactants needed to synthesize it. The reactants are: [C:1]([O:4][CH2:5][CH2:6][CH2:7][N:8]1[CH2:13][CH2:12][CH:11]([CH2:14][O:15][Si](C(C)(C)C)(C2C=CC=CC=2)C2C=CC=CC=2)[CH2:10][CH2:9]1)(=[O:3])[CH3:2].[F-].C([N+](CCCC)(CCCC)CCCC)CCC. (2) Given the product [CH2:15]([C:11]1([CH2:17][CH2:18][OH:19])[C:8]2[NH:9][C:10]3[C:6]([C:7]=2[CH2:14][CH2:13][O:12]1)=[CH:5][C:4]([CH:20]([CH3:22])[CH3:21])=[CH:3][C:2]=3[C:29]1[CH:30]=[C:25]([CH:26]=[CH:27][CH:28]=1)[CH:23]=[O:24])[CH3:16], predict the reactants needed to synthesize it. The reactants are: Br[C:2]1[CH:3]=[C:4]([CH:20]([CH3:22])[CH3:21])[CH:5]=[C:6]2[C:10]=1[NH:9][C:8]1[C:11]([CH2:17][CH2:18][OH:19])([CH2:15][CH3:16])[O:12][CH2:13][CH2:14][C:7]2=1.[CH:23]([C:25]1[CH:26]=[C:27](B(O)O)[CH:28]=[CH:29][CH:30]=1)=[O:24]. (3) Given the product [Cl:1][C:2]1[N:3]([C:17]2[CH:18]=[CH:19][C:14]([F:13])=[CH:15][CH:16]=2)[C:4]2[C:9]([C:10]=1[CH:11]=[O:12])=[CH:8][CH:7]=[CH:6][CH:5]=2, predict the reactants needed to synthesize it. The reactants are: [Cl:1][C:2]1[NH:3][C:4]2[C:9]([C:10]=1[CH:11]=[O:12])=[CH:8][CH:7]=[CH:6][CH:5]=2.[F:13][C:14]1[CH:19]=[CH:18][C:17](B(O)O)=[CH:16][CH:15]=1. (4) Given the product [C:13]([Si:10]([CH3:12])([CH3:11])[O:7][C:3]1[CH:2]=[C:1]([OH:8])[CH:6]=[CH:5][CH:4]=1)([CH3:16])([CH3:15])[CH3:14], predict the reactants needed to synthesize it. The reactants are: [C:1]1([OH:8])[CH:6]=[CH:5][CH:4]=[C:3]([OH:7])[CH:2]=1.Cl[Si:10]([C:13]([CH3:16])([CH3:15])[CH3:14])([CH3:12])[CH3:11].C(N(CC)CC)C. (5) Given the product [CH2:1]([CH:3]([C:6]1[C:10]([CH2:11][CH2:12][CH2:13][OH:14])=[CH:9][N:8]([C:18]2[CH:23]=[CH:22][C:21]([C:24]([F:26])([F:27])[F:25])=[CH:20][N:19]=2)[N:7]=1)[CH2:4][CH3:5])[CH3:2], predict the reactants needed to synthesize it. The reactants are: [CH2:1]([CH:3]([C:6]1[C:10]([CH2:11][CH2:12][C:13](OCC)=[O:14])=[CH:9][N:8]([C:18]2[CH:23]=[CH:22][C:21]([C:24]([F:27])([F:26])[F:25])=[CH:20][N:19]=2)[N:7]=1)[CH2:4][CH3:5])[CH3:2].[H-].C([Al+]CC(C)C)C(C)C.Cl. (6) Given the product [CH2:21]([NH:24][C:2]1[C:3]2[CH:4]=[CH:5][C:6]([NH:20][CH2:19][C:17]3[O:18][C:14]([CH3:13])=[CH:15][CH:16]=3)=[N:7][C:8]=2[CH:9]=[CH:10][CH:11]=1)[CH:22]=[CH2:23], predict the reactants needed to synthesize it. The reactants are: Br[C:2]1[CH:11]=[CH:10][CH:9]=[C:8]2[C:3]=1[CH:4]=[CH:5][C:6](Cl)=[N:7]2.[CH3:13][C:14]1[O:18][C:17]([CH2:19][NH2:20])=[CH:16][CH:15]=1.[CH2:21]([NH2:24])[CH:22]=[CH2:23]. (7) Given the product [CH2:7]([O:14][C:15]1[CH:16]=[C:17]([CH:18]=[C:19]([C:21]([F:22])([F:23])[F:24])[CH:20]=1)[NH2:25])[C:8]1[CH:9]=[CH:10][CH:11]=[CH:12][CH:13]=1, predict the reactants needed to synthesize it. The reactants are: C(OCC)(=O)C.[CH2:7]([O:14][C:15]1[CH:20]=[C:19]([C:21]([F:24])([F:23])[F:22])[CH:18]=[C:17]([N+:25]([O-])=O)[CH:16]=1)[C:8]1[CH:13]=[CH:12][CH:11]=[CH:10][CH:9]=1.[Cl-].[Ca+2].[Cl-].C(O)C.